This data is from Reaction yield outcomes from USPTO patents with 853,638 reactions. The task is: Predict the reaction yield, written as a fraction of the theoretical maximum amount of product (1.0 means a 100% yield; for example, 0.34 means a 34% yield). The reactants are [C:1]([C:4]1[CH:5]=[N:6][C:7]2[C:12]([C:13]=1[NH:14][C@H:15]1[CH2:20][CH2:19][C@H:18]([CH2:21][N:22]3[CH2:27][CH2:26][N:25](C(OC(C)(C)C)=O)[CH2:24][CH2:23]3)[CH2:17][CH2:16]1)=[CH:11][C:10]([C:35]1[CH:40]=[C:39]([Cl:41])[C:38]([OH:42])=[C:37]([Cl:43])[CH:36]=1)=[CH:9][CH:8]=2)(=[O:3])[CH3:2].[ClH:44]. The catalyst is C1COCC1. The product is [ClH:41].[ClH:44].[Cl:41][C:39]1[CH:40]=[C:35]([C:10]2[CH:11]=[C:12]3[C:7](=[CH:8][CH:9]=2)[N:6]=[CH:5][C:4]([C:1](=[O:3])[CH3:2])=[C:13]3[NH:14][C@H:15]2[CH2:20][CH2:19][C@H:18]([CH2:21][N:22]3[CH2:27][CH2:26][NH:25][CH2:24][CH2:23]3)[CH2:17][CH2:16]2)[CH:36]=[C:37]([Cl:43])[C:38]=1[OH:42]. The yield is 0.410.